From a dataset of NCI-60 drug combinations with 297,098 pairs across 59 cell lines. Regression. Given two drug SMILES strings and cell line genomic features, predict the synergy score measuring deviation from expected non-interaction effect. (1) Drug 1: C1=CC(=CC=C1C#N)C(C2=CC=C(C=C2)C#N)N3C=NC=N3. Drug 2: C1CC(=O)NC(=O)C1N2C(=O)C3=CC=CC=C3C2=O. Cell line: TK-10. Synergy scores: CSS=-2.71, Synergy_ZIP=0.872, Synergy_Bliss=-1.64, Synergy_Loewe=-3.73, Synergy_HSA=-2.54. (2) Drug 1: CC1C(C(CC(O1)OC2CC(CC3=C2C(=C4C(=C3O)C(=O)C5=C(C4=O)C(=CC=C5)OC)O)(C(=O)C)O)N)O.Cl. Drug 2: C1=NC2=C(N=C(N=C2N1C3C(C(C(O3)CO)O)O)F)N. Cell line: IGROV1. Synergy scores: CSS=30.7, Synergy_ZIP=-4.67, Synergy_Bliss=4.45, Synergy_Loewe=-52.0, Synergy_HSA=3.69. (3) Drug 1: CC1=C(C=C(C=C1)C(=O)NC2=CC(=CC(=C2)C(F)(F)F)N3C=C(N=C3)C)NC4=NC=CC(=N4)C5=CN=CC=C5. Drug 2: C1CCC(C(C1)N)N.C(=O)(C(=O)[O-])[O-].[Pt+4]. Cell line: RPMI-8226. Synergy scores: CSS=9.85, Synergy_ZIP=-2.67, Synergy_Bliss=-2.45, Synergy_Loewe=-20.1, Synergy_HSA=-4.44. (4) Drug 1: CCC1=CC2CC(C3=C(CN(C2)C1)C4=CC=CC=C4N3)(C5=C(C=C6C(=C5)C78CCN9C7C(C=CC9)(C(C(C8N6C)(C(=O)OC)O)OC(=O)C)CC)OC)C(=O)OC.C(C(C(=O)O)O)(C(=O)O)O. Drug 2: B(C(CC(C)C)NC(=O)C(CC1=CC=CC=C1)NC(=O)C2=NC=CN=C2)(O)O. Cell line: SK-OV-3. Synergy scores: CSS=44.7, Synergy_ZIP=0.732, Synergy_Bliss=1.51, Synergy_Loewe=3.16, Synergy_HSA=2.77. (5) Drug 1: CN(C)C1=NC(=NC(=N1)N(C)C)N(C)C. Drug 2: CC1=CC=C(C=C1)C2=CC(=NN2C3=CC=C(C=C3)S(=O)(=O)N)C(F)(F)F. Cell line: NCI-H522. Synergy scores: CSS=2.86, Synergy_ZIP=-2.31, Synergy_Bliss=-3.25, Synergy_Loewe=-13.0, Synergy_HSA=-6.39. (6) Drug 1: CC(C1=C(C=CC(=C1Cl)F)Cl)OC2=C(N=CC(=C2)C3=CN(N=C3)C4CCNCC4)N. Drug 2: CC1=C(C=C(C=C1)NC(=O)C2=CC=C(C=C2)CN3CCN(CC3)C)NC4=NC=CC(=N4)C5=CN=CC=C5. Cell line: MDA-MB-435. Synergy scores: CSS=10.7, Synergy_ZIP=-2.53, Synergy_Bliss=0.678, Synergy_Loewe=-14.1, Synergy_HSA=-3.23. (7) Drug 1: C1=CN(C(=O)N=C1N)C2C(C(C(O2)CO)O)O.Cl. Drug 2: CCN(CC)CCCC(C)NC1=C2C=C(C=CC2=NC3=C1C=CC(=C3)Cl)OC. Cell line: NCI-H226. Synergy scores: CSS=17.6, Synergy_ZIP=-5.04, Synergy_Bliss=1.20, Synergy_Loewe=-9.83, Synergy_HSA=-3.61. (8) Drug 1: CCC1=C2CN3C(=CC4=C(C3=O)COC(=O)C4(CC)O)C2=NC5=C1C=C(C=C5)O. Drug 2: CC1=C(C(=O)C2=C(C1=O)N3CC4C(C3(C2COC(=O)N)OC)N4)N. Cell line: RXF 393. Synergy scores: CSS=6.75, Synergy_ZIP=-1.39, Synergy_Bliss=1.90, Synergy_Loewe=-5.95, Synergy_HSA=-1.09. (9) Drug 1: CC1CCC2CC(C(=CC=CC=CC(CC(C(=O)C(C(C(=CC(C(=O)CC(OC(=O)C3CCCCN3C(=O)C(=O)C1(O2)O)C(C)CC4CCC(C(C4)OC)O)C)C)O)OC)C)C)C)OC. Drug 2: COC1=C2C(=CC3=C1OC=C3)C=CC(=O)O2. Cell line: HL-60(TB). Synergy scores: CSS=20.7, Synergy_ZIP=-2.11, Synergy_Bliss=-2.88, Synergy_Loewe=-19.4, Synergy_HSA=-2.09.